This data is from Forward reaction prediction with 1.9M reactions from USPTO patents (1976-2016). The task is: Predict the product of the given reaction. (1) Given the reactants [Br:1][C:2]1[C:10](O)=[CH:9]C(C(O)=O)=[CH:4][C:3]=1[OH:12].[C:13](=O)([O-])[O-].[K+].[K+].S([O:24][CH3:25])(OC)(=O)=O.[C:26]([O:29][CH2:30]C)(=[O:28])[CH3:27], predict the reaction product. The product is: [Br:1][C:2]1[C:3]([O:12][CH3:13])=[CH:4][C:27]([C:26]([O:29][CH3:30])=[O:28])=[CH:9][C:10]=1[O:24][CH3:25]. (2) Given the reactants [Br:1][C:2]1[CH:7]=[CH:6][C:5]([C:8]2[O:12][N:11]=[C:10]([CH3:13])[C:9]=2[CH:14]=O)=[CH:4][CH:3]=1.[NH2:16][CH2:17][CH:18]1[CH2:20][CH2:19]1, predict the reaction product. The product is: [Br:1][C:2]1[CH:7]=[CH:6][C:5]([C:8]2[O:12][N:11]=[C:10]([CH3:13])[C:9]=2[CH2:14][NH:16][CH2:17][CH:18]2[CH2:20][CH2:19]2)=[CH:4][CH:3]=1. (3) Given the reactants [Cl:1][C:2]1[C:14](I)=[CH:13][C:5]2[NH:6][C:7]([C:9]([F:12])([F:11])[F:10])=[N:8][C:4]=2[CH:3]=1.[Cl:16][C:17]1[CH:18]=[C:19](B(O)O)[CH:20]=[C:21]([Cl:23])[CH:22]=1.O1CCOCC1.[Na+].C(O[O-])=O.[Na+].C(O[O-])=O, predict the reaction product. The product is: [Cl:1][C:2]1[C:14]([C:19]2[CH:18]=[C:17]([Cl:16])[CH:22]=[C:21]([Cl:23])[CH:20]=2)=[CH:13][C:5]2[NH:6][C:7]([C:9]([F:12])([F:11])[F:10])=[N:8][C:4]=2[CH:3]=1. (4) Given the reactants [NH:1]1[CH2:6][CH2:5][NH:4][CH2:3][CH2:2]1.Cl[C:8]1[C:9]([Cl:17])=[N:10][C:11]2[C:12](=[CH:14][S:15][CH:16]=2)[N:13]=1, predict the reaction product. The product is: [Cl:17][C:9]1[C:8]([N:1]2[CH2:6][CH2:5][NH:4][CH2:3][CH2:2]2)=[N:13][C:12]2[C:11](=[CH:16][S:15][CH:14]=2)[N:10]=1. (5) Given the reactants [NH2:1][C:2]1[N:10]=[CH:9][N:8]=[C:7]2[C:3]=1[N:4]=[CH:5][N:6]2[CH:11]([C:13]1[O:14][C:15]2[C:20]([C:21](=[O:29])[C:22]=1[C:23]1[CH:28]=[CH:27][CH:26]=[CH:25][CH:24]=1)=[CH:19][C:18](Br)=[CH:17][CH:16]=2)[CH3:12].[H][H].ClCCl, predict the reaction product. The product is: [NH2:1][C:2]1[N:10]=[CH:9][N:8]=[C:7]2[C:3]=1[N:4]=[CH:5][N:6]2[CH:11]([C:13]1[O:14][C:15]2[C:20]([C:21](=[O:29])[C:22]=1[C:23]1[CH:24]=[CH:25][CH:26]=[CH:27][CH:28]=1)=[CH:19][CH:18]=[CH:17][CH:16]=2)[CH3:12].